Dataset: Full USPTO retrosynthesis dataset with 1.9M reactions from patents (1976-2016). Task: Predict the reactants needed to synthesize the given product. (1) Given the product [Cl:8][C:9]1[N:14]=[C:13]([Cl:15])[C:12]([C:16]([NH:2][CH3:1])=[O:17])=[CH:11][N:10]=1, predict the reactants needed to synthesize it. The reactants are: [CH3:1][NH2:2].C1COCC1.[Cl:8][C:9]1[N:14]=[C:13]([Cl:15])[C:12]([C:16](Cl)=[O:17])=[CH:11][N:10]=1.C(OCC)(=O)C. (2) Given the product [CH2:32]([O:31][C:27](=[O:30])[CH2:28][CH2:29][C:6]1[N:2]([CH3:1])[N:3]=[CH:4][CH:5]=1)[CH3:33], predict the reactants needed to synthesize it. The reactants are: [CH3:1][N:2]1[C:6](B2OC(C)(C)C(C)(C)O2)=[CH:5][CH:4]=[N:3]1.C(=O)(O)[O-].[Na+].O1CCOCC1.[C:27]([O:31][CH2:32][CH3:33])(=[O:30])[CH:28]=[CH2:29]. (3) The reactants are: [CH3:1][NH:2][CH2:3][C:4]1[CH:5]=[N:6][CH:7]=[CH:8][CH:9]=1.O=C1CCC(=O)N1[O:17][C:18](=O)[C:19]1[CH:24]=[CH:23][C:22]([O:25][C:26](=[O:35])[N:27]([CH3:34])[C:28]2[CH:33]=[CH:32][CH:31]=[CH:30][CH:29]=2)=[CH:21][CH:20]=1. Given the product [CH3:1][N:2]([CH2:3][C:4]1[CH:5]=[N:6][CH:7]=[CH:8][CH:9]=1)[C:18]([C:19]1[CH:24]=[CH:23][C:22]([O:25][C:26](=[O:35])[N:27]([CH3:34])[C:28]2[CH:29]=[CH:30][CH:31]=[CH:32][CH:33]=2)=[CH:21][CH:20]=1)=[O:17], predict the reactants needed to synthesize it. (4) Given the product [C:1]([C:5]1[CH:6]=[C:7]2[C:12](=[CH:13][CH:14]=1)[N:11]=[C:10]([C:20]#[N:21])[CH:9]=[CH:8]2)([CH3:4])([CH3:3])[CH3:2], predict the reactants needed to synthesize it. The reactants are: [C:1]([C:5]1[CH:6]=[C:7]2[C:12](=[CH:13][CH:14]=1)[N+:11]([O-])=[CH:10][CH:9]=[CH:8]2)([CH3:4])([CH3:3])[CH3:2].C[Si]([C:20]#[N:21])(C)C.CN(C)C. (5) The reactants are: [CH2:1]([NH:8][C:9](=[O:17])[C:10]1[CH:15]=[CH:14][N:13]=[C:12](Cl)[CH:11]=1)[C:2]1[CH:7]=[CH:6][CH:5]=[CH:4][CH:3]=1.[NH:18]1[CH2:23][CH2:22][CH2:21][CH2:20][C:19]1=[O:24].CC(C)([O-])C.[Na+]. Given the product [CH2:1]([NH:8][C:9](=[O:17])[C:10]1[CH:15]=[CH:14][N:13]=[C:12]([N:18]2[CH2:23][CH2:22][CH2:21][CH2:20][C:19]2=[O:24])[CH:11]=1)[C:2]1[CH:7]=[CH:6][CH:5]=[CH:4][CH:3]=1, predict the reactants needed to synthesize it. (6) Given the product [CH2:15]([O:22][C:23]([N:25]1[CH2:30][CH:29]([O:31][CH2:32][C:33]2[CH:34]=[CH:35][C:36]3[O:41][CH2:40][CH2:39][N:38]([CH2:42][CH2:43][CH2:44][O:45][CH3:46])[C:37]=3[CH:47]=2)[CH:28]([C:48]2[CH:53]=[CH:52][C:51]([O:54][CH:55]3[CH2:59][CH2:58][N:57]([C:60]4[CH:65]=[CH:64][CH:63]=[C:62]([F:66])[CH:61]=4)[CH2:56]3)=[CH:50][CH:49]=2)[C@@H:27]([OH:67])[CH2:26]1)=[O:24])[C:16]1[CH:21]=[CH:20][CH:19]=[CH:18][CH:17]=1, predict the reactants needed to synthesize it. The reactants are: CC(OC(/N=N/C(OC(C)C)=O)=O)C.[CH2:15]([O:22][C:23]([N:25]1[CH2:30][CH:29]([O:31][CH2:32][C:33]2[CH:34]=[CH:35][C:36]3[O:41][CH2:40][CH2:39][N:38]([CH2:42][CH2:43][CH2:44][O:45][CH3:46])[C:37]=3[CH:47]=2)[CH:28]([C:48]2[CH:53]=[CH:52][C:51]([O:54][CH:55]3[CH2:59][CH2:58][N:57]([C:60]4[CH:65]=[CH:64][CH:63]=[C:62]([F:66])[CH:61]=4)[CH2:56]3)=[CH:50][CH:49]=2)[CH:27]([OH:67])[CH2:26]1)=[O:24])[C:16]1[CH:21]=[CH:20][CH:19]=[CH:18][CH:17]=1.C(O)(=O)C1C=CC=CC=1.C1(P(C2C=CC=CC=2)C2C=CC=CC=2)C=CC=CC=1.